The task is: Predict the product of the given reaction.. This data is from Forward reaction prediction with 1.9M reactions from USPTO patents (1976-2016). (1) Given the reactants [CH2:1]([O:3][C:4](=[O:13])[CH2:5][C:6]1[CH:11]=[CH:10][CH:9]=[CH:8][C:7]=1Br)[CH3:2].[B:14]1([B:14]2[O:18][C:17]([CH3:20])([CH3:19])[C:16]([CH3:22])([CH3:21])[O:15]2)[O:18][C:17]([CH3:20])([CH3:19])[C:16]([CH3:22])([CH3:21])[O:15]1, predict the reaction product. The product is: [CH2:1]([O:3][C:4](=[O:13])[CH2:5][C:6]1[CH:11]=[CH:10][CH:9]=[CH:8][C:7]=1[B:14]1[O:18][C:17]([CH3:20])([CH3:19])[C:16]([CH3:22])([CH3:21])[O:15]1)[CH3:2]. (2) Given the reactants [NH2:1][C:2]1[CH:10]=[CH:9][CH:8]=[C:7]2[C:3]=1[CH2:4][C:5]([CH3:12])([OH:11])[CH2:6]2.Cl[C:14]1[N:19]=[CH:18][N:17]=[C:16]([C:20]2[CH:25]=[CH:24][C:23]([C:26]([F:29])([F:28])[F:27])=[CH:22][C:21]=2[NH:30][C:31](=O)OC(C)(C)C)[CH:15]=1, predict the reaction product. The product is: [CH:2]1([CH2:31][NH:30][C:21]2[CH:22]=[C:23]([C:26]([F:27])([F:28])[F:29])[CH:24]=[CH:25][C:20]=2[C:16]2[N:17]=[CH:18][N:19]=[C:14]([NH:1][C:2]3[CH:10]=[CH:9][CH:8]=[C:7]4[C:3]=3[CH2:4][C:5]([CH3:12])([OH:11])[CH2:6]4)[CH:15]=2)[CH2:10][CH2:9][CH2:8][CH2:7][CH2:3]1. (3) Given the reactants [C:1]([O:4][CH2:5][CH:6]1[C:10]2[CH:11]=[C:12]([Br:15])[CH:13]=[CH:14][C:9]=2[S:8](=[O:17])(=[O:16])[N:7]1[CH2:18][CH:19]=[CH2:20])(=[O:3])[CH3:2].C1C=C(Cl)C=C(C(OO)=[O:29])C=1, predict the reaction product. The product is: [C:1]([O:4][CH2:5][CH:6]1[C:10]2[CH:11]=[C:12]([Br:15])[CH:13]=[CH:14][C:9]=2[S:8](=[O:16])(=[O:17])[N:7]1[CH2:18][CH:19]1[CH2:20][O:29]1)(=[O:3])[CH3:2]. (4) The product is: [Cl:1][C:2]1[CH:15]=[CH:14][C:5]([O:6][C:7]2[CH:12]=[CH:11][CH:10]=[CH:9][C:8]=2[NH:13][CH:26]2[CH2:27][CH2:28][N:23]([C:21]([CH:16]3[CH2:20][CH2:19][CH2:18][CH2:17]3)=[O:22])[CH2:24][CH2:25]2)=[CH:4][CH:3]=1. Given the reactants [Cl:1][C:2]1[CH:15]=[CH:14][C:5]([O:6][C:7]2[CH:12]=[CH:11][CH:10]=[CH:9][C:8]=2[NH2:13])=[CH:4][CH:3]=1.[CH:16]1([C:21]([N:23]2[CH2:28][CH2:27][C:26](=O)[CH2:25][CH2:24]2)=[O:22])[CH2:20][CH2:19][CH2:18][CH2:17]1.C(O)(=O)C.C(O[BH-](OC(=O)C)OC(=O)C)(=O)C.[Na+], predict the reaction product. (5) Given the reactants [CH3:1][O:2][C:3]([C:5]1[CH:6]=[CH:7][C:8]([OH:11])=[CH:9][CH:10]=1)=[O:4].[CH3:12][CH:13](O)[CH2:14][CH:15]=[CH2:16].C1(P(C2C=CC=CC=2)C2C=CC=CC=2)C=CC=CC=1.N(C(OCC)=O)=NC(OCC)=O, predict the reaction product. The product is: [CH3:16][CH:15]([O:11][C:8]1[CH:9]=[CH:10][C:5]([C:3]([O:2][CH3:1])=[O:4])=[CH:6][CH:7]=1)[CH2:14][CH:13]=[CH2:12]. (6) Given the reactants [F:1][CH:2]([F:19])[O:3][C:4]1[CH:9]=[CH:8][C:7]([C:10]#[C:11][C:12]2[CH:13]=[C:14]([CH:16]=[CH:17][CH:18]=2)[NH2:15])=[CH:6][CH:5]=1.C(N(CC)CC)C.[CH3:27][O:28][CH2:29][C:30](Cl)=[O:31].O, predict the reaction product. The product is: [F:1][CH:2]([F:19])[O:3][C:4]1[CH:5]=[CH:6][C:7]([C:10]#[C:11][C:12]2[CH:13]=[C:14]([NH:15][C:30](=[O:31])[CH2:29][O:28][CH3:27])[CH:16]=[CH:17][CH:18]=2)=[CH:8][CH:9]=1. (7) Given the reactants [CH:1]1([C@H:4]([NH:12][C:13]([C:15]2[C:24]3[C:19](=[C:20](F)[CH:21]=[CH:22][CH:23]=3)[C:18](=[O:26])[N:17]([C:27]3[CH:28]=[N:29][CH:30]=[CH:31][CH:32]=3)[C:16]=2[CH3:33])=[O:14])[C:5]2[CH:10]=[CH:9][CH:8]=[C:7]([F:11])[CH:6]=2)[CH2:3][CH2:2]1.N([O-])=[O:35].[Na+], predict the reaction product. The product is: [CH:1]1([C@H:4]([NH:12][C:13]([C:15]2[C:24]3[C:19](=[C:20]([OH:35])[CH:21]=[CH:22][CH:23]=3)[C:18](=[O:26])[N:17]([C:27]3[CH:28]=[N:29][CH:30]=[CH:31][CH:32]=3)[C:16]=2[CH3:33])=[O:14])[C:5]2[CH:10]=[CH:9][CH:8]=[C:7]([F:11])[CH:6]=2)[CH2:2][CH2:3]1. (8) Given the reactants [C:1]1([C:7]2[CH:11]=[C:10]([O:12][CH2:13][C:14]#[N:15])[NH:9][N:8]=2)[CH:6]=[CH:5][CH:4]=[CH:3][CH:2]=1.[Br:16]Br, predict the reaction product. The product is: [Br:16][C:11]1[C:7]([C:1]2[CH:2]=[CH:3][CH:4]=[CH:5][CH:6]=2)=[N:8][NH:9][C:10]=1[O:12][CH2:13][C:14]#[N:15]. (9) Given the reactants [NH:1]([C:60]([O:62][CH2:63][C:64]1[CH:69]=[CH:68][CH:67]=[CH:66][CH:65]=1)=[O:61])[C@H:2]([C:27]([N:29]1[CH2:59][CH2:58][CH2:57][C@H:30]1[C:31]([NH:33][C@H:34]([C:42]([NH:44][C@H:45]([C:54]([OH:56])=[O:55])[CH2:46][CH2:47][CH2:48][CH2:49][NH:50][C:51]([CH3:53])=[O:52])=[O:43])[CH2:35][CH2:36][CH2:37][CH2:38][N:39]([CH3:41])[CH3:40])=[O:32])=[O:28])[CH2:3][CH2:4][C:5](=[O:26])[NH:6]C(C1C=CC=CC=1)(C1C=CC=CC=1)C1C=CC=CC=1.[NH2:70][C:71]1[C:76]2[N:77]=[C:78]([C:80]#[N:81])[S:79][C:75]=2[CH:74]=[CH:73][CH:72]=1.C([SiH](C(C)C)C(C)C)(C)C.C(#N)C.C(O)(C(F)(F)F)=O, predict the reaction product. The product is: [NH:1]([C:60]([O:62][CH2:63][C:64]1[CH:69]=[CH:68][CH:67]=[CH:66][CH:65]=1)=[O:61])[C@H:2]([C:27]([N:29]1[CH2:59][CH2:58][CH2:57][C@H:30]1[C:31]([NH:33][C@H:34]([C:42]([NH:44][C@H:45]([C:54]([OH:56])=[O:55])[CH2:46][CH2:47][CH2:48][CH2:49][NH:50][C:51]([CH3:53])=[O:52])=[O:43])[CH2:35][CH2:36][CH2:37][CH2:38][N:39]([CH3:40])[CH3:41])=[O:32])=[O:28])[CH2:3][CH2:4][C:5](=[O:26])[NH2:6].[NH2:70][C:71]1[C:76]2[N:77]=[C:78]([C:80]#[N:81])[S:79][C:75]=2[CH:74]=[CH:73][CH:72]=1.